This data is from Experimentally validated miRNA-target interactions with 360,000+ pairs, plus equal number of negative samples. The task is: Binary Classification. Given a miRNA mature sequence and a target amino acid sequence, predict their likelihood of interaction. The miRNA is mmu-miR-141-5p with sequence CAUCUUCCAGUGCAGUGUUGGA. The protein sequence of the target gene is METLCPAPRLAVPASPRGSPCSPTPRKPCRGTQEFSPLCLRALAFCALAKPRASSLGPGPGELAARSPVLRGPQAPLRPGGWAPDGLKHLWAPTGRPGVPNTAAGEDADVAACPRRGEEEEGGGGFPHFGVRSCAPPGRCPAPPHPRESTTSFASAPPRPAPGLEPQRGPAASPPQEPSSRPPSPPAGLSTEPAGPGTAPRPFLPGQPAEVDGNPPPAAPEAPAASPSTASPAPAAPGDLRQEHFDRLIRRSKLWCYAKGFALDTPSLRRGPERPPAKGPARGAAKKRRLPAPPPRTAQP.... Result: 0 (no interaction).